Dataset: NCI-60 drug combinations with 297,098 pairs across 59 cell lines. Task: Regression. Given two drug SMILES strings and cell line genomic features, predict the synergy score measuring deviation from expected non-interaction effect. Drug 1: C1=CC(=C2C(=C1NCCNCCO)C(=O)C3=C(C=CC(=C3C2=O)O)O)NCCNCCO. Drug 2: CC1=C(C(=O)C2=C(C1=O)N3CC4C(C3(C2COC(=O)N)OC)N4)N. Cell line: NCI-H226. Synergy scores: CSS=49.2, Synergy_ZIP=5.65, Synergy_Bliss=9.08, Synergy_Loewe=3.03, Synergy_HSA=13.1.